From a dataset of Forward reaction prediction with 1.9M reactions from USPTO patents (1976-2016). Predict the product of the given reaction. (1) Given the reactants [Cu][C:2]#[N:3].[C:4]([O:12][C@@H:13]1[C@H:17]([O:18][C:19](=[O:26])[C:20]2[CH:25]=[CH:24][CH:23]=[CH:22][CH:21]=2)[C@@H:16]([C:27]([NH:29][CH2:30][CH3:31])=[O:28])[O:15][C@H:14]1[N:32]1[CH:40]=[N:39][C:38]2[C:33]1=[N:34][C:35](I)=[N:36][C:37]=2[NH:41][CH2:42][CH:43]([C:51]1[CH:56]=[CH:55][C:54]([Cl:57])=[CH:53][CH:52]=1)[C:44]1[CH:49]=[CH:48][C:47]([Cl:50])=[CH:46][CH:45]=1)(=[O:11])[C:5]1[CH:10]=[CH:9][CH:8]=[CH:7][CH:6]=1, predict the reaction product. The product is: [C:4]([O:12][C@@H:13]1[C@H:17]([O:18][C:19](=[O:26])[C:20]2[CH:21]=[CH:22][CH:23]=[CH:24][CH:25]=2)[C@@H:16]([C:27]([NH:29][CH2:30][CH3:31])=[O:28])[O:15][C@H:14]1[N:32]1[CH:40]=[N:39][C:38]2[C:33]1=[N:34][C:35]([C:2]#[N:3])=[N:36][C:37]=2[NH:41][CH2:42][CH:43]([C:44]1[CH:45]=[CH:46][C:47]([Cl:50])=[CH:48][CH:49]=1)[C:51]1[CH:56]=[CH:55][C:54]([Cl:57])=[CH:53][CH:52]=1)(=[O:11])[C:5]1[CH:10]=[CH:9][CH:8]=[CH:7][CH:6]=1. (2) Given the reactants [CH2:1]([C:3]1[C:9]([OH:10])=[CH:8][CH:7]=[CH:6][C:4]=1O)[CH3:2].[C:11]1([CH2:17][C:18]([OH:20])=O)[CH:16]=[CH:15][CH:14]=[CH:13][CH:12]=1.P(Cl)(Cl)(Cl)(Cl)Cl.CN([CH:30]=[O:31])C, predict the reaction product. The product is: [CH2:1]([C:3]1[CH:4]=[C:6]2[C:7](=[CH:8][C:9]=1[OH:10])[O:20][CH:18]=[C:17]([C:11]1[CH:12]=[CH:13][CH:14]=[CH:15][CH:16]=1)[C:30]2=[O:31])[CH3:2]. (3) Given the reactants C([N:8]1[CH2:13][CH2:12][O:11][CH:10]([CH2:14][C:15]2[CH:20]=[CH:19][CH:18]=[C:17]([CH3:21])[CH:16]=2)[CH2:9]1)C1C=CC=CC=1.C(N1CCO[C@H](CC2C=CC=C(C=CC3C=NC=CC=3)C=2)C1)(OC(C)(C)C)=O.ClC(OC(Cl)C)=O, predict the reaction product. The product is: [CH3:21][C:17]1[CH:16]=[C:15]([CH:20]=[CH:19][CH:18]=1)[CH2:14][CH:10]1[O:11][CH2:12][CH2:13][NH:8][CH2:9]1. (4) Given the reactants C([O:3][C:4]([C@@H:6]1[CH2:10][S:9][C:8]([C:11]2[CH:16]=[CH:15][C:14]([O:17][CH3:18])=[CH:13][C:12]=2[O:19][CH3:20])=[N:7]1)=[O:5])C.[OH-].[Na+], predict the reaction product. The product is: [CH3:20][O:19][C:12]1[CH:13]=[C:14]([O:17][CH3:18])[CH:15]=[CH:16][C:11]=1[C:8]1[S:9][CH2:10][C@@H:6]([C:4]([OH:5])=[O:3])[N:7]=1. (5) Given the reactants Cl[Si:2]([C:5]([CH3:8])([CH3:7])[CH3:6])([CH3:4])[CH3:3].[NH2:9][C:10]1[C:19]([Cl:20])=[CH:18][CH:17]=[C:16]2[C:11]=1[CH:12]=[CH:13][C:14]([N:21]1[CH2:25][CH2:24][C@@H:23]([OH:26])[CH2:22]1)=[N:15]2.N1C=CN=C1.O, predict the reaction product. The product is: [Cl:20][C:19]1[CH:18]=[CH:17][C:16]2[N:15]=[C:14]([N:21]3[CH2:25][CH2:24][C@@H:23]([O:26][Si:2]([C:5]([CH3:8])([CH3:7])[CH3:6])([CH3:4])[CH3:3])[CH2:22]3)[CH:13]=[CH:12][C:11]=2[C:10]=1[NH2:9].